Dataset: Full USPTO retrosynthesis dataset with 1.9M reactions from patents (1976-2016). Task: Predict the reactants needed to synthesize the given product. (1) Given the product [NH:1]1[C:5]([C:6]2[CH:11]=[CH:10][C:9]([C:12]3[S:13][C:14]4[CH:20]=[C:19]([OH:21])[CH:18]=[CH:17][C:15]=4[N:16]=3)=[CH:8][CH:7]=2)=[N:4][N:3]=[N:2]1, predict the reactants needed to synthesize it. The reactants are: [NH:1]1[C:5]([C:6]2[CH:11]=[CH:10][C:9]([C:12]3[S:13][C:14]4[CH:20]=[C:19]([O:21]C)[CH:18]=[CH:17][C:15]=4[N:16]=3)=[CH:8][CH:7]=2)=[N:4][N:3]=[N:2]1. (2) Given the product [F:20][C:21]1[S:25][C:24]([NH:26][C:4]([C:6]2[CH:11]=[C:10]([C:12]3[CH:13]=[N:14][CH:15]=[C:16]([F:18])[CH:17]=3)[CH:9]=[C:8]([CH3:19])[N:7]=2)=[O:5])=[N:23][CH:22]=1, predict the reactants needed to synthesize it. The reactants are: C(O[C:4]([C:6]1[CH:11]=[C:10]([C:12]2[CH:13]=[N:14][CH:15]=[C:16]([F:18])[CH:17]=2)[CH:9]=[C:8]([CH3:19])[N:7]=1)=[O:5])C.[F:20][C:21]1[S:25][C:24]([NH2:26])=[N:23][CH:22]=1. (3) Given the product [CH:20]([N:17]1[C:4]2=[N:5][C:6]([C:8]3[CH:13]=[CH:12][C:11]([N+:14]([O-:16])=[O:15])=[CH:10][CH:9]=3)=[N:7][C:2]([N:26]3[CH2:25][CH:24]4[O:31][CH:28]([CH2:29][CH2:30]4)[CH2:27]3)=[C:3]2[CH:19]=[N:18]1)([CH3:22])[CH3:21], predict the reactants needed to synthesize it. The reactants are: Cl[C:2]1[N:7]=[C:6]([C:8]2[CH:13]=[CH:12][C:11]([N+:14]([O-:16])=[O:15])=[CH:10][CH:9]=2)[N:5]=[C:4]2[N:17]([CH:20]([CH3:22])[CH3:21])[N:18]=[CH:19][C:3]=12.Cl.[CH:24]12[O:31][CH:28]([CH2:29][CH2:30]1)[CH2:27][NH:26][CH2:25]2.C(N(CC)CC)C. (4) Given the product [N+:8]([C:5]1[CH:6]=[CH:7][C:2]([NH:1][C:18](=[O:20])[CH3:19])=[N:3][CH:4]=1)([O-:10])=[O:9], predict the reactants needed to synthesize it. The reactants are: [NH2:1][C:2]1[CH:7]=[CH:6][C:5]([N+:8]([O-:10])=[O:9])=[CH:4][N:3]=1.C(N(CC)CC)C.[C:18](Cl)(=[O:20])[CH3:19].C(OCC)(=O)C. (5) Given the product [C:37]1([N:36]2[C:32]([CH:31]=[C:28]3[CH2:29][CH2:30][NH:25][CH2:26][CH2:27]3)=[CH:33][N:34]=[N:35]2)[CH:38]=[CH:39][CH:40]=[CH:41][CH:42]=1, predict the reactants needed to synthesize it. The reactants are: S1C=CC=C1C1N=C(C=C2CCNCC2)ON=1.C(OC([N:25]1[CH2:30][CH2:29][C:28](=[CH:31][C:32]2[N:36]([C:37]3[CH:42]=[CH:41][CH:40]=[CH:39][CH:38]=3)[N:35]=[N:34][CH:33]=2)[CH2:27][CH2:26]1)=O)(C)(C)C. (6) Given the product [Br:1][C:2]1[CH:22]=[CH:21][C:5]2[N:6]([C:17]([CH3:18])([CH3:19])[CH3:20])[C:7]([C:9]3[CH:16]=[CH:15][CH:14]=[CH:13][C:10]=3[C:11]([NH:23][OH:24])=[NH:12])=[N:8][C:4]=2[CH:3]=1, predict the reactants needed to synthesize it. The reactants are: [Br:1][C:2]1[CH:22]=[CH:21][C:5]2[N:6]([C:17]([CH3:20])([CH3:19])[CH3:18])[C:7]([C:9]3[CH:16]=[CH:15][CH:14]=[CH:13][C:10]=3[C:11]#[N:12])=[N:8][C:4]=2[CH:3]=1.[NH2:23][OH:24]. (7) Given the product [CH:7]([N:14]1[CH2:19][CH2:18][N:17]([CH2:20][C@@H:22]2[CH2:27][CH2:26][CH2:25][CH2:24][N:23]2[CH2:28][CH3:29])[CH2:16][CH2:15]1)([C:8]1[CH:9]=[CH:10][CH:11]=[CH:12][CH:13]=1)[C:1]1[CH:6]=[CH:5][CH:4]=[CH:3][CH:2]=1, predict the reactants needed to synthesize it. The reactants are: [C:1]1([CH:7]([N:14]2[CH2:19][CH2:18][N:17]([C:20]([C@@H:22]3[CH2:27][CH2:26][CH2:25][CH2:24][N:23]3[CH2:28][CH3:29])=O)[CH2:16][CH2:15]2)[C:8]2[CH:13]=[CH:12][CH:11]=[CH:10][CH:9]=2)[CH:6]=[CH:5][CH:4]=[CH:3][CH:2]=1.CC(C)=O.C(=O)(O)[O-].[Na+].